This data is from Catalyst prediction with 721,799 reactions and 888 catalyst types from USPTO. The task is: Predict which catalyst facilitates the given reaction. (1) The catalyst class is: 5. Product: [NH2:4][C:5]1[N:6]=[C:7]([O:33][CH:34]([CH3:36])[CH3:35])[C:8]2[S:13][C:12](=[O:14])[N:11]([C@@H:15]3[O:27][C@H:26]([CH2:28][OH:29])[C@@H:21]([OH:22])[C@H:16]3[OH:17])[C:9]=2[N:10]=1. Reactant: C([NH:4][C:5]1[N:6]=[C:7]([O:33][CH:34]([CH3:36])[CH3:35])[C:8]2[S:13][C:12](=[O:14])[N:11]([C@@H:15]3[O:27][C@H:26]([CH2:28][O:29]C(=O)C)[C@@H:21]([O:22]C(=O)C)[C@H:16]3[O:17]C(=O)C)[C:9]=2[N:10]=1)(=O)C.C([O-])([O-])=O.[K+].[K+].C1COCC1.C(Cl)(Cl)Cl. (2) Reactant: CC(O)C.O.C([C@@](C(O)=O)(O)[C@@](C(=O)C1C=CC=CC=1)(O)C(O)=O)(=O)C1C=CC=CC=1.[O:32]=[C:33]([N:47]1[CH2:52][CH2:51][N:50]2[C:53]([C:56]([F:59])([F:58])[F:57])=[N:54][N:55]=[C:49]2[CH2:48]1)[CH2:34][CH:35]([NH2:46])[CH2:36][C:37]1[CH:42]=[C:41]([F:43])[C:40]([F:44])=[CH:39][C:38]=1[F:45].C(O)=O. Product: [O:32]=[C:33]([N:47]1[CH2:52][CH2:51][N:50]2[C:53]([C:56]([F:59])([F:58])[F:57])=[N:54][N:55]=[C:49]2[CH2:48]1)[CH2:34][C@@H:35]([NH2:46])[CH2:36][C:37]1[CH:42]=[C:41]([F:43])[C:40]([F:44])=[CH:39][C:38]=1[F:45]. The catalyst class is: 5.